The task is: Regression. Given two drug SMILES strings and cell line genomic features, predict the synergy score measuring deviation from expected non-interaction effect.. This data is from NCI-60 drug combinations with 297,098 pairs across 59 cell lines. (1) Drug 1: CC(C1=C(C=CC(=C1Cl)F)Cl)OC2=C(N=CC(=C2)C3=CN(N=C3)C4CCNCC4)N. Drug 2: CC12CCC3C(C1CCC2OP(=O)(O)O)CCC4=C3C=CC(=C4)OC(=O)N(CCCl)CCCl.[Na+]. Cell line: HT29. Synergy scores: CSS=0.466, Synergy_ZIP=-2.16, Synergy_Bliss=-5.81, Synergy_Loewe=-13.7, Synergy_HSA=-7.26. (2) Drug 1: CC1C(C(CC(O1)OC2CC(CC3=C2C(=C4C(=C3O)C(=O)C5=C(C4=O)C(=CC=C5)OC)O)(C(=O)C)O)N)O.Cl. Drug 2: C1CC(C1)(C(=O)O)C(=O)O.[NH2-].[NH2-].[Pt+2]. Cell line: MCF7. Synergy scores: CSS=26.5, Synergy_ZIP=-12.3, Synergy_Bliss=-4.00, Synergy_Loewe=-4.13, Synergy_HSA=-2.41. (3) Drug 1: CCC1(CC2CC(C3=C(CCN(C2)C1)C4=CC=CC=C4N3)(C5=C(C=C6C(=C5)C78CCN9C7C(C=CC9)(C(C(C8N6C=O)(C(=O)OC)O)OC(=O)C)CC)OC)C(=O)OC)O.OS(=O)(=O)O. Drug 2: CC1C(C(CC(O1)OC2CC(OC(C2O)C)OC3=CC4=CC5=C(C(=O)C(C(C5)C(C(=O)C(C(C)O)O)OC)OC6CC(C(C(O6)C)O)OC7CC(C(C(O7)C)O)OC8CC(C(C(O8)C)O)(C)O)C(=C4C(=C3C)O)O)O)O. Cell line: SK-MEL-2. Synergy scores: CSS=8.25, Synergy_ZIP=3.18, Synergy_Bliss=2.45, Synergy_Loewe=-13.9, Synergy_HSA=-4.89. (4) Drug 1: C1CN1C2=NC(=NC(=N2)N3CC3)N4CC4. Drug 2: C1CC(=O)NC(=O)C1N2CC3=C(C2=O)C=CC=C3N. Cell line: SNB-19. Synergy scores: CSS=20.0, Synergy_ZIP=-0.139, Synergy_Bliss=0.239, Synergy_Loewe=-13.0, Synergy_HSA=-1.08.